Predict the reaction yield, written as a fraction of the theoretical maximum amount of product (1.0 means a 100% yield; for example, 0.34 means a 34% yield). From a dataset of Reaction yield outcomes from USPTO patents with 853,638 reactions. (1) The reactants are [F:1][C:2]1[CH:21]=[C:20]([N+:22]([O-:24])=[O:23])[CH:19]=[CH:18][C:3]=1[O:4][C:5]1[C:14]2[C:9](=[CH:10][C:11]([OH:17])=[C:12]([O:15][CH3:16])[CH:13]=2)[N:8]=[CH:7][CH:6]=1.CC(N(C)C)=O.C(=O)([O-])[O-].[Cs+].[Cs+].[CH2:37]([O:44][C:45]([N:47]1[CH2:51][CH:50]2[CH2:52][CH:53]([CH2:55]OS(C)(=O)=O)[CH2:54][CH:49]2[CH2:48]1)=[O:46])[C:38]1[CH:43]=[CH:42][CH:41]=[CH:40][CH:39]=1. The catalyst is O. The product is [CH2:37]([O:44][C:45]([N:47]1[CH2:48][CH:49]2[CH2:54][CH:53]([CH2:55][O:17][C:11]3[CH:10]=[C:9]4[C:14]([C:5]([O:4][C:3]5[CH:18]=[CH:19][C:20]([N+:22]([O-:24])=[O:23])=[CH:21][C:2]=5[F:1])=[CH:6][CH:7]=[N:8]4)=[CH:13][C:12]=3[O:15][CH3:16])[CH2:52][CH:50]2[CH2:51]1)=[O:46])[C:38]1[CH:39]=[CH:40][CH:41]=[CH:42][CH:43]=1. The yield is 0.940. (2) The product is [OH:33][C@@H:27]1[CH2:26][N:25]([C:23](=[O:24])[CH2:22][CH2:21][CH2:20][N:14]2[C:13](=[O:34])[C@H:12]([CH3:35])[NH:11][CH2:16][C@H:15]2[C:17]([NH2:18])=[O:19])[CH2:32][CH2:31][C:28]21[CH2:29][CH2:30]2. The yield is 1.00. The reactants are C(OC([N:11]1[CH2:16][C@@H:15]([C:17](=[O:19])[NH2:18])[N:14]([CH2:20][CH2:21][CH2:22][C:23]([N:25]2[CH2:32][CH2:31][C:28]3([CH2:30][CH2:29]3)[C@H:27]([OH:33])[CH2:26]2)=[O:24])[C:13](=[O:34])[C@@H:12]1[CH3:35])=O)C1C=CC=CC=1.[H][H]. The catalyst is [Pd].